Dataset: NCI-60 drug combinations with 297,098 pairs across 59 cell lines. Task: Regression. Given two drug SMILES strings and cell line genomic features, predict the synergy score measuring deviation from expected non-interaction effect. (1) Drug 1: CCN(CC)CCNC(=O)C1=C(NC(=C1C)C=C2C3=C(C=CC(=C3)F)NC2=O)C. Drug 2: N.N.Cl[Pt+2]Cl. Cell line: HCT116. Synergy scores: CSS=49.4, Synergy_ZIP=3.86, Synergy_Bliss=0.665, Synergy_Loewe=-2.89, Synergy_HSA=-3.06. (2) Drug 1: CC1=C(C=C(C=C1)NC2=NC=CC(=N2)N(C)C3=CC4=NN(C(=C4C=C3)C)C)S(=O)(=O)N.Cl. Drug 2: CC12CCC3C(C1CCC2=O)CC(=C)C4=CC(=O)C=CC34C. Cell line: IGROV1. Synergy scores: CSS=20.1, Synergy_ZIP=1.19, Synergy_Bliss=-2.29, Synergy_Loewe=-18.9, Synergy_HSA=-2.76. (3) Drug 1: CN1C(=O)N2C=NC(=C2N=N1)C(=O)N. Drug 2: CC1=C(C=C(C=C1)C(=O)NC2=CC(=CC(=C2)C(F)(F)F)N3C=C(N=C3)C)NC4=NC=CC(=N4)C5=CN=CC=C5. Cell line: SF-539. Synergy scores: CSS=6.35, Synergy_ZIP=-5.26, Synergy_Bliss=-9.56, Synergy_Loewe=-4.75, Synergy_HSA=-7.68. (4) Drug 1: C1=CC(=CC=C1CC(C(=O)O)N)N(CCCl)CCCl.Cl. Drug 2: CC1=C2C(C(=O)C3(C(CC4C(C3C(C(C2(C)C)(CC1OC(=O)C(C(C5=CC=CC=C5)NC(=O)OC(C)(C)C)O)O)OC(=O)C6=CC=CC=C6)(CO4)OC(=O)C)O)C)O. Cell line: A549. Synergy scores: CSS=39.1, Synergy_ZIP=-7.31, Synergy_Bliss=-4.46, Synergy_Loewe=-10.2, Synergy_HSA=-2.96. (5) Drug 1: CCC1=C2CN3C(=CC4=C(C3=O)COC(=O)C4(CC)O)C2=NC5=C1C=C(C=C5)O. Drug 2: CC(C)NC(=O)C1=CC=C(C=C1)CNNC.Cl. Cell line: HOP-62. Synergy scores: CSS=37.9, Synergy_ZIP=0.592, Synergy_Bliss=-1.46, Synergy_Loewe=-47.7, Synergy_HSA=-3.77. (6) Drug 1: C1=CC(=CC=C1CC(C(=O)O)N)N(CCCl)CCCl.Cl. Drug 2: C1=NNC2=C1C(=O)NC=N2. Cell line: KM12. Synergy scores: CSS=20.4, Synergy_ZIP=2.59, Synergy_Bliss=7.30, Synergy_Loewe=12.0, Synergy_HSA=12.0. (7) Drug 1: C1=CN(C=N1)CC(O)(P(=O)(O)O)P(=O)(O)O. Drug 2: CC1=C(C(=O)C2=C(C1=O)N3CC4C(C3(C2COC(=O)N)OC)N4)N. Cell line: U251. Synergy scores: CSS=36.2, Synergy_ZIP=1.22, Synergy_Bliss=0.768, Synergy_Loewe=-13.8, Synergy_HSA=-0.449.